Dataset: Forward reaction prediction with 1.9M reactions from USPTO patents (1976-2016). Task: Predict the product of the given reaction. (1) Given the reactants [Br:1][C:2]1[CH:7]=[CH:6][C:5]([Br:8])=[CH:4][C:3]=1[N+:9]([O-])=O.[CH:12](/[Mg]Br)=[CH:13]\[CH3:14].[NH4+].[Cl-], predict the reaction product. The product is: [Br:8][C:5]1[CH:6]=[CH:7][C:2]([Br:1])=[C:3]2[C:4]=1[C:13]([CH3:14])=[CH:12][NH:9]2. (2) Given the reactants [CH2:1]([O:8][C:9]1[CH:16]=[C:15]([O:17][CH:18]([CH3:20])[CH3:19])[CH:14]=[CH:13][C:10]=1[CH:11]=O)[C:2]1[CH:7]=[CH:6][CH:5]=[CH:4][CH:3]=1.BrP([CH2:41][CH2:42][CH:43]1[O:47][CH2:46][CH2:45][O:44]1)(C1C=CC=CC=1)(C1C=CC=CC=1)C1C=CC=CC=1.[H-].[Na+].[Cl-].[NH4+], predict the reaction product. The product is: [CH2:1]([O:8][C:9]1[CH:16]=[C:15]([O:17][CH:18]([CH3:20])[CH3:19])[CH:14]=[CH:13][C:10]=1[CH:11]=[CH:41][CH2:42][CH:43]1[O:47][CH2:46][CH2:45][O:44]1)[C:2]1[CH:7]=[CH:6][CH:5]=[CH:4][CH:3]=1.